Dataset: Reaction yield outcomes from USPTO patents with 853,638 reactions. Task: Predict the reaction yield, written as a fraction of the theoretical maximum amount of product (1.0 means a 100% yield; for example, 0.34 means a 34% yield). The reactants are [CH3:1][C:2]1[NH:3][C:4]2[C:5](=[O:14])[CH2:6][CH2:7][CH2:8][C:9]=2[C:10]=1[C:11]([OH:13])=O.[NH2:15][CH2:16][CH:17]([OH:25])[CH2:18][N:19]1[CH2:24][CH2:23][CH2:22][CH2:21][CH2:20]1. No catalyst specified. The product is [OH:25][CH:17]([CH2:18][N:19]1[CH2:24][CH2:23][CH2:22][CH2:21][CH2:20]1)[CH2:16][NH:15][C:11]([C:10]1[C:9]2[CH2:8][CH2:7][CH2:6][C:5](=[O:14])[C:4]=2[NH:3][C:2]=1[CH3:1])=[O:13]. The yield is 0.780.